This data is from Full USPTO retrosynthesis dataset with 1.9M reactions from patents (1976-2016). The task is: Predict the reactants needed to synthesize the given product. Given the product [CH3:1][O:2][C:3]1[CH:4]=[C:5]([N:12]2[CH2:17][CH2:16][N:15]([CH2:18][CH2:19][S:20]([CH3:23])(=[O:21])=[O:22])[CH2:14][CH2:13]2)[CH:6]=[CH:7][C:8]=1[NH2:9], predict the reactants needed to synthesize it. The reactants are: [CH3:1][O:2][C:3]1[CH:4]=[C:5]([N:12]2[CH2:17][CH2:16][N:15]([CH2:18][CH2:19][S:20]([CH3:23])(=[O:22])=[O:21])[CH2:14][CH2:13]2)[CH:6]=[CH:7][C:8]=1[N+:9]([O-])=O.